From a dataset of Reaction yield outcomes from USPTO patents with 853,638 reactions. Predict the reaction yield, written as a fraction of the theoretical maximum amount of product (1.0 means a 100% yield; for example, 0.34 means a 34% yield). (1) The reactants are [C:1]([O:8][C:9]([CH3:12])([CH3:11])[CH3:10])(=[O:7])[CH2:2][C:3]([O:5][CH3:6])=[O:4].[H-].[Na+].F[C:16]1[CH:21]=[CH:20][C:19]([N+:22]([O-:24])=[O:23])=[CH:18][CH:17]=1.O. The catalyst is CN(C=O)C. The product is [CH3:6][O:5][C:3](=[O:4])[CH:2]([C:16]1[CH:21]=[CH:20][C:19]([N+:22]([O-:24])=[O:23])=[CH:18][CH:17]=1)[C:1]([O:8][C:9]([CH3:12])([CH3:11])[CH3:10])=[O:7]. The yield is 0.680. (2) The reactants are [NH2:1][C:2]1[CH:7]=[C:6](Br)[CH:5]=[CH:4][C:3]=1[C:9]([C:11]1[CH:16]=[CH:15][CH:14]=[CH:13][CH:12]=1)=[O:10].[CH:17]1([NH:20][C:21](=[O:30])[C:22]2[CH:27]=[CH:26][C:25]([CH3:28])=[C:24](I)[CH:23]=2)[CH2:19][CH2:18]1.C(=O)([O-])[O-].[K+].[K+].O. The catalyst is CS(C)=O.C1C=CC([P]([Pd]([P](C2C=CC=CC=2)(C2C=CC=CC=2)C2C=CC=CC=2)([P](C2C=CC=CC=2)(C2C=CC=CC=2)C2C=CC=CC=2)[P](C2C=CC=CC=2)(C2C=CC=CC=2)C2C=CC=CC=2)(C2C=CC=CC=2)C2C=CC=CC=2)=CC=1. The product is [CH:17]1([NH:20][C:21]([C:22]2[CH:27]=[C:26]([C:6]3[CH:5]=[CH:4][C:3]([C:9](=[O:10])[C:11]4[CH:16]=[CH:15][CH:14]=[CH:13][CH:12]=4)=[C:2]([NH2:1])[CH:7]=3)[C:25]([CH3:28])=[CH:24][CH:23]=2)=[O:30])[CH2:18][CH2:19]1. The yield is 0.490. (3) The reactants are [NH2:1][CH2:2][CH2:3][OH:4].[CH:5]1([C:8]2[CH:32]=[CH:31][C:11](/[CH:12]=[C:13]3\[N:14]=[C:15]([C:19]4[CH:24]=[CH:23][C:22]([O:25][CH2:26][CH2:27][CH:28]5[CH2:30][CH2:29]5)=[CH:21][CH:20]=4)[O:16][C:17]\3=[O:18])=[CH:10][CH:9]=2)[CH2:7][CH2:6]1. The catalyst is C(O)C. The product is [CH:28]1([CH2:27][CH2:26][O:25][C:22]2[CH:23]=[CH:24][C:19]([C:15]([NH:14]/[C:13](/[C:17]([NH:1][CH2:2][CH2:3][OH:4])=[O:18])=[CH:12]\[C:11]3[CH:31]=[CH:32][C:8]([CH:5]4[CH2:6][CH2:7]4)=[CH:9][CH:10]=3)=[O:16])=[CH:20][CH:21]=2)[CH2:30][CH2:29]1. The yield is 0.860. (4) The reactants are [CH:1]1([CH:5]([C:17]2[CH:21]=[C:20]([C:22]3[CH:27]=[CH:26][CH:25]=[CH:24][CH:23]=3)[O:19][C:18]=2[CH3:28])[O:6][C:7]2[CH:16]=[CH:15][C:10]([C:11]([O:13]C)=[O:12])=[CH:9][CH:8]=2)[CH2:4][CH2:3][CH2:2]1.[OH-].[Li+].O.Cl. The catalyst is CO.O1CCCC1. The product is [CH:1]1([CH:5]([C:17]2[CH:21]=[C:20]([C:22]3[CH:27]=[CH:26][CH:25]=[CH:24][CH:23]=3)[O:19][C:18]=2[CH3:28])[O:6][C:7]2[CH:16]=[CH:15][C:10]([C:11]([OH:13])=[O:12])=[CH:9][CH:8]=2)[CH2:4][CH2:3][CH2:2]1. The yield is 0.470. (5) The reactants are C(N(CC)C(C)C)(C)C.[Cl:10][C:11]1[CH:16]=[CH:15][C:14]([C:17]2([C:20]3[CH2:24][C@:23]4([CH2:28][C@@H:27]([C:29]([O:31][CH3:32])=[O:30])[NH:26][CH2:25]4)[O:22][N:21]=3)[CH2:19][CH2:18]2)=[CH:13][CH:12]=1.[C:33](Cl)(=[O:35])[CH3:34].C(O)(C(F)(F)F)=O. The catalyst is C(#N)C.CO. The product is [C:33]([N:26]1[C@H:27]([C:29]([O:31][CH3:32])=[O:30])[CH2:28][C:23]2([O:22][N:21]=[C:20]([C:17]3([C:14]4[CH:15]=[CH:16][C:11]([Cl:10])=[CH:12][CH:13]=4)[CH2:18][CH2:19]3)[CH2:24]2)[CH2:25]1)(=[O:35])[CH3:34]. The yield is 0.610.